From a dataset of Catalyst prediction with 721,799 reactions and 888 catalyst types from USPTO. Predict which catalyst facilitates the given reaction. Reactant: [Cl:1][C:2]1[CH:3]=[C:4]([CH2:9][CH2:10][CH2:11][C:12]2[O:16][N:15]=[C:14]([C:17]([OH:19])=O)[CH:13]=2)[CH:5]=[CH:6][C:7]=1[Cl:8].Cl.[O:21]1[CH2:25][CH2:24][CH:23]([CH2:26][NH2:27])[CH2:22]1.C(N(CC)CC)C.ON1C2C=CC=CC=2N=N1.Cl.C(N=C=NCCCN(C)C)C. Product: [O:21]1[CH2:25][CH2:24][CH:23]([CH2:26][NH:27][C:17]([C:14]2[CH:13]=[C:12]([CH2:11][CH2:10][CH2:9][C:4]3[CH:5]=[CH:6][C:7]([Cl:8])=[C:2]([Cl:1])[CH:3]=3)[O:16][N:15]=2)=[O:19])[CH2:22]1. The catalyst class is: 22.